This data is from Peptide-MHC class I binding affinity with 185,985 pairs from IEDB/IMGT. The task is: Regression. Given a peptide amino acid sequence and an MHC pseudo amino acid sequence, predict their binding affinity value. This is MHC class I binding data. (1) The peptide sequence is TPVMSRFAA. The MHC is HLA-B18:01 with pseudo-sequence HLA-B18:01. The binding affinity (normalized) is 0.0847. (2) The peptide sequence is MRMCHEGINP. The MHC is H-2-Kb with pseudo-sequence H-2-Kb. The binding affinity (normalized) is 0.257. (3) The peptide sequence is KLKKLEEEQI. The MHC is HLA-A02:06 with pseudo-sequence HLA-A02:06. The binding affinity (normalized) is 0. (4) The MHC is HLA-A33:01 with pseudo-sequence HLA-A33:01. The peptide sequence is QKEEAAICGQMDLS. The binding affinity (normalized) is 0. (5) The peptide sequence is LPGTVLRAI. The MHC is HLA-B35:01 with pseudo-sequence HLA-B35:01. The binding affinity (normalized) is 0.187.